Dataset: hERG potassium channel inhibition data for cardiac toxicity prediction from Karim et al.. Task: Regression/Classification. Given a drug SMILES string, predict its toxicity properties. Task type varies by dataset: regression for continuous values (e.g., LD50, hERG inhibition percentage) or binary classification for toxic/non-toxic outcomes (e.g., AMES mutagenicity, cardiotoxicity, hepatotoxicity). Dataset: herg_karim. (1) The result is 0 (non-blocker). The drug is CN1CC(=O)N2C(Cc3c([nH]c4ccccc34)C2c2ccc3c(c2)OCO3)C1=O. (2) The molecule is CNC(=O)c1c(NCC2CCC3(CCCC3)CC2)nc(C#N)nc1OCC1CCN(C)CC1. The result is 1 (blocker). (3) The drug is CCCc1cc(-c2cc(C(=O)N(C)C)cc(C(F)(F)F)c2)nc(C#N)n1. The result is 0 (non-blocker). (4) The molecule is Cc1ncn(-c2cc(Cl)c(C(=O)NC[C@@H](c3cccc(F)c3)c3nc4c(F)ccc(C)c4c(=O)[nH]3)c(Cl)c2)n1. The result is 0 (non-blocker). (5) The drug is OCCOCCN1CCN([C@H](c2ccccc2)c2ccc(Cl)cc2)CC1. The result is 1 (blocker). (6) The molecule is O=C(CNC(=O)c1cccc(C(F)(F)F)c1)N[C@@H]1CCN([C@H]2CC[C@@](O)(c3ccccn3)CC2)C1. The result is 1 (blocker).